This data is from Catalyst prediction with 721,799 reactions and 888 catalyst types from USPTO. The task is: Predict which catalyst facilitates the given reaction. (1) Reactant: [Br:1][CH2:2][CH2:3][CH2:4][CH2:5][CH2:6][CH2:7][OH:8].Cl[C:10]([O:12][CH2:13][CH:14]=[CH2:15])=[O:11].C(OCC)C.CCCCCC.CCOCC. Product: [C:10](=[O:11])([O:12][CH2:13][CH:14]=[CH2:15])[O:8][CH2:7][CH2:6][CH2:5][CH2:4][CH2:3][CH2:2][Br:1]. The catalyst class is: 17. (2) Reactant: [NH2:1][C:2]1[N:7]=[CH:6][C:5]([C:8]2[CH:9]=[N:10][N:11]([CH2:13][CH2:14][C:15](O)=[O:16])[CH:12]=2)=[CH:4][C:3]=1[C:18]1[S:19][C:20]2[CH:26]=[CH:25][CH:24]=[CH:23][C:21]=2[N:22]=1.[NH:27]1[CH2:31][CH2:30][CH2:29][CH2:28]1.CN(C(ON1N=NC2C=CC=CC1=2)=[N+](C)C)C.[B-](F)(F)(F)F.CCN(C(C)C)C(C)C.CN(C=O)C. Product: [NH2:1][C:2]1[N:7]=[CH:6][C:5]([C:8]2[CH:9]=[N:10][N:11]([CH2:13][CH2:14][C:15]([N:27]3[CH2:31][CH2:30][CH2:29][CH2:28]3)=[O:16])[CH:12]=2)=[CH:4][C:3]=1[C:18]1[S:19][C:20]2[CH:26]=[CH:25][CH:24]=[CH:23][C:21]=2[N:22]=1. The catalyst class is: 25. (3) Reactant: Cl[C:2]1[CH:29]=[C:28]([C:30]([F:33])([F:32])[F:31])[C:5]([C:6]([NH:8][CH2:9][C@@H:10]([OH:27])[CH2:11][N:12]2[CH2:17][CH2:16][CH:15]([O:18][C:19]3[CH:24]=[CH:23][C:22]([Cl:25])=[C:21]([Cl:26])[CH:20]=3)[CH2:14][CH2:13]2)=[O:7])=[CH:4][N:3]=1.[CH3:34][S:35]([NH2:38])(=[O:37])=[O:36].C(=O)([O-])[O-].[K+].[K+]. Product: [Cl:26][C:21]1[CH:20]=[C:19]([CH:24]=[CH:23][C:22]=1[Cl:25])[O:18][CH:15]1[CH2:16][CH2:17][N:12]([CH2:11][C@H:10]([OH:27])[CH2:9][NH:8][C:6](=[O:7])[C:5]2[C:28]([C:30]([F:32])([F:31])[F:33])=[CH:29][C:2]([NH:38][S:35]([CH3:34])(=[O:37])=[O:36])=[N:3][CH:4]=2)[CH2:13][CH2:14]1. The catalyst class is: 60. (4) Reactant: [H-].[H-].[H-].[H-].[Li+].[Al+3].[N:7]1[CH:12]=[CH:11][C:10]([C:13]2[S:14][CH:15]=[C:16]([NH:18][C:19](=[O:37])[NH:20][C:21]3[N:26]=[C:25]([CH2:27][N:28]4[CH2:32][CH2:31][CH2:30][CH:29]4[C:33](OC)=[O:34])[CH:24]=[CH:23][CH:22]=3)[N:17]=2)=[CH:9][CH:8]=1. Product: [OH:34][CH2:33][CH:29]1[CH2:30][CH2:31][CH2:32][N:28]1[CH2:27][C:25]1[N:26]=[C:21]([NH:20][C:19]([NH:18][C:16]2[N:17]=[C:13]([C:10]3[CH:9]=[CH:8][N:7]=[CH:12][CH:11]=3)[S:14][CH:15]=2)=[O:37])[CH:22]=[CH:23][CH:24]=1. The catalyst class is: 1. (5) Reactant: [CH3:1][O:2][C:3]1[C:8]2[O:9][C:10]3([O:16][C:7]=2[C:6]([C:17]([OH:19])=[O:18])=[CH:5][CH:4]=1)[CH2:15][CH2:14][S:13][CH2:12][CH2:11]3.[C:20]([O-])([O-])=O.[K+].[K+].S(OC)(OC)(=O)=O.O. Product: [CH3:1][O:2][C:3]1[C:8]2[O:9][C:10]3([O:16][C:7]=2[C:6]([C:17]([O:19][CH3:20])=[O:18])=[CH:5][CH:4]=1)[CH2:11][CH2:12][S:13][CH2:14][CH2:15]3. The catalyst class is: 21. (6) Reactant: [CH3:1][C:2]1[C:6](B2OC(C)(C)C(C)(C)O2)=[C:5]([CH3:16])[N:4](C(OC(C)(C)C)=O)[N:3]=1.Br[C:25]1[CH:32]=[CH:31][C:28]([C:29]#[N:30])=[CH:27][CH:26]=1.C(=O)([O-])[O-].[Na+].[Na+].O. Product: [CH3:16][C:5]1[C:6]([C:25]2[CH:32]=[CH:31][C:28]([C:29]#[N:30])=[CH:27][CH:26]=2)=[C:2]([CH3:1])[NH:3][N:4]=1. The catalyst class is: 437.